From a dataset of Forward reaction prediction with 1.9M reactions from USPTO patents (1976-2016). Predict the product of the given reaction. (1) Given the reactants [Br:1][C:2]1[C:7]([Cl:8])=[CH:6][C:5]([N:9]2[C:18]3[C:13](=[CH:14][C:15]([S:20](OC4C(F)=C(F)C(F)=C(F)C=4F)(=[O:22])=[O:21])=[C:16]([F:19])[CH:17]=3)[CH:12]=[CH:11][C:10]2=[O:35])=[C:4]([O:36][CH3:37])[CH:3]=1.[NH2:38][C:39]1[CH:43]=[CH:42][O:41][N:40]=1.C1COCC1.C[Si]([N-][Si](C)(C)C)(C)C.[Li+], predict the reaction product. The product is: [Br:1][C:2]1[C:7]([Cl:8])=[CH:6][C:5]([N:9]2[C:18]3[C:13](=[CH:14][C:15]([S:20]([NH:38][C:39]4[CH:43]=[CH:42][O:41][N:40]=4)(=[O:22])=[O:21])=[C:16]([F:19])[CH:17]=3)[CH:12]=[CH:11][C:10]2=[O:35])=[C:4]([O:36][CH3:37])[CH:3]=1. (2) Given the reactants [Br:1][C:2]1[CH:7]=[C:6]([F:8])[CH:5]=[CH:4][C:3]=1[CH2:9][C:10](O)=[O:11].B.C1COCC1.Cl, predict the reaction product. The product is: [Br:1][C:2]1[CH:7]=[C:6]([F:8])[CH:5]=[CH:4][C:3]=1[CH2:9][CH2:10][OH:11]. (3) Given the reactants [CH2:1]([N:3]1[C:11]2[C:10](=[O:12])[CH2:9][C:8]([CH3:14])([CH3:13])[CH2:7][C:6]=2[C:5]([C:15]([OH:17])=O)=[N:4]1)[CH3:2].C(Cl)(=O)C(Cl)=O.[N:24]1[C:32]([NH2:33])=[C:31]2[C:27]([NH:28][CH:29]=[N:30]2)=[N:26][CH:25]=1.C([O-])(O)=O.[Na+], predict the reaction product. The product is: [CH2:1]([N:3]1[C:11]2[C:10](=[O:12])[CH2:9][C:8]([CH3:13])([CH3:14])[CH2:7][C:6]=2[C:5]([C:15]([NH:33][C:32]2[N:24]=[CH:25][N:26]=[C:27]3[C:31]=2[N:30]=[CH:29][NH:28]3)=[O:17])=[N:4]1)[CH3:2]. (4) Given the reactants Cl[C:2]1[CH:7]=[C:6](Cl)[N:5]2[N:9]=[C:10]([CH3:23])[C:11]([CH2:12][C:13]3[C:22]4[C:17](=[CH:18][CH:19]=[CH:20][CH:21]=4)[CH:16]=[CH:15][CH:14]=3)=[C:4]2[N:3]=1.[OH-:24].[Na+].[NH:26]1[CH2:31][CH2:30][O:29][CH2:28][CH2:27]1, predict the reaction product. The product is: [CH3:23][C:10]1[C:11]([CH2:12][C:13]2[C:22]3[C:17](=[CH:18][CH:19]=[CH:20][CH:21]=3)[CH:16]=[CH:15][CH:14]=2)=[C:4]2[N:3]=[C:2]([N:26]3[CH2:31][CH2:30][O:29][CH2:28][CH2:27]3)[CH:7]=[C:6]([OH:24])[N:5]2[N:9]=1. (5) The product is: [CH3:1][O:2][C:3]1[CH:4]=[C:5]2[C:10](=[CH:11][C:12]=1[O:13][CH3:14])[N:9]=[CH:8][N:7]=[C:6]2[O:15][C:16]1[CH:17]=[CH:18][C:19]([O:20][CH2:21][C:22]([N:58]2[CH2:59][CH2:60][CH:55]([C:49]3[CH:54]=[CH:53][CH:52]=[CH:51][CH:50]=3)[CH2:56][CH2:57]2)=[O:23])=[CH:25][CH:26]=1. Given the reactants [CH3:1][O:2][C:3]1[CH:4]=[C:5]2[C:10](=[CH:11][C:12]=1[O:13][CH3:14])[N:9]=[CH:8][N:7]=[C:6]2[O:15][C:16]1[CH:26]=[CH:25][C:19]([O:20][CH2:21][C:22](O)=[O:23])=[CH:18][CH:17]=1.CCN=C=NCCCN(C)C.Cl.C1C=CC2N(O)N=NC=2C=1.[C:49]1([CH:55]2[CH2:60][CH2:59][NH:58][CH2:57][CH2:56]2)[CH:54]=[CH:53][CH:52]=[CH:51][CH:50]=1.C(=O)([O-])O.[Na+], predict the reaction product. (6) Given the reactants [N:1]1([C:7]2[N:8]=[C:9]3[NH:17][C@H:16]([C:18]([F:21])([F:20])[F:19])[CH2:15][CH2:14][N:10]3[C:11](=[O:13])[CH:12]=2)[CH2:6][CH2:5][O:4][CH2:3][CH2:2]1.Cl[CH2:23][C:24]1[CH:29]=[CH:28][CH:27]=[C:26]([O:30][CH3:31])[CH:25]=1.C(=O)([O-])[O-].[Cs+].[Cs+].C(#N)C, predict the reaction product. The product is: [CH3:31][O:30][C:26]1[CH:25]=[C:24]([CH:29]=[CH:28][CH:27]=1)[CH2:23][N:17]1[C:9]2=[N:8][C:7]([N:1]3[CH2:6][CH2:5][O:4][CH2:3][CH2:2]3)=[CH:12][C:11](=[O:13])[N:10]2[CH2:14][CH2:15][C@H:16]1[C:18]([F:20])([F:21])[F:19]. (7) Given the reactants [Cl:1][C:2]1[CH:7]=[C:6]2[NH:8][C:9](=[O:33])[C:10]3([CH:15]([C:16]4[CH:21]=[CH:20][CH:19]=[C:18]([Cl:22])[CH:17]=4)[CH2:14][C:13](=[O:23])[N:12]([CH3:24])[CH:11]3[C:25]3[CH:30]=[C:29]([F:31])[CH:28]=[CH:27][C:26]=3[CH3:32])[C:5]2=[CH:4][CH:3]=1.C[O:35][CH:36]([Si](C)(C)C)[CH3:37].FC(F)(F)C(O)=O, predict the reaction product. The product is: [Cl:1][C:2]1[CH:7]=[C:6]2[N:8]([CH2:37][CH2:36][OH:35])[C:9](=[O:33])[C:10]3([CH:15]([C:16]4[CH:21]=[CH:20][CH:19]=[C:18]([Cl:22])[CH:17]=4)[CH2:14][C:13](=[O:23])[N:12]([CH3:24])[CH:11]3[C:25]3[CH:30]=[C:29]([F:31])[CH:28]=[CH:27][C:26]=3[CH3:32])[C:5]2=[CH:4][CH:3]=1. (8) Given the reactants [H-].[Na+].[F:3][C:4]1[CH:5]=[C:6]([CH:16]=[CH:17][CH:18]=1)[CH2:7]P(=O)(OCC)OCC.O=[C:20]1[CH2:25][CH2:24][N:23]([C:26]([O:28][CH2:29][C:30]2[CH:35]=[CH:34][CH:33]=[CH:32][CH:31]=2)=[O:27])[CH2:22][CH2:21]1, predict the reaction product. The product is: [F:3][C:4]1[CH:5]=[C:6]([CH:16]=[CH:17][CH:18]=1)[CH:7]=[C:20]1[CH2:25][CH2:24][N:23]([C:26]([O:28][CH2:29][C:30]2[CH:31]=[CH:32][CH:33]=[CH:34][CH:35]=2)=[O:27])[CH2:22][CH2:21]1.